This data is from Reaction yield outcomes from USPTO patents with 853,638 reactions. The task is: Predict the reaction yield, written as a fraction of the theoretical maximum amount of product (1.0 means a 100% yield; for example, 0.34 means a 34% yield). (1) The reactants are Br.Br[CH2:3][C:4]([C:6]1[CH:11]=[CH:10][N:9]=[CH:8][CH:7]=1)=O.[Cl:12][C:13]1[CH:18]=[CH:17][CH:16]=[CH:15][C:14]=1[NH:19][C:20]([NH2:22])=[S:21].N. The catalyst is CCO.O. The product is [Cl:12][C:13]1[CH:18]=[CH:17][CH:16]=[CH:15][C:14]=1[NH:19][C:20]1[S:21][CH:3]=[C:4]([C:6]2[CH:11]=[CH:10][N:9]=[CH:8][CH:7]=2)[N:22]=1. The yield is 0.900. (2) The reactants are [OH:1][C:2]1[CH:3]=[C:4]([CH:16]=[CH:17][CH:18]=1)[CH:5]=[C:6]1[C:11](=[O:12])[O:10][C:9]([CH3:14])([CH3:13])[O:8][C:7]1=[O:15].[CH:19]1([Mg]Br)[CH2:21][CH2:20]1. The catalyst is C1COCC1. The product is [CH:19]1([CH:5]([C:4]2[CH:16]=[CH:17][CH:18]=[C:2]([OH:1])[CH:3]=2)[CH:6]2[C:7](=[O:15])[O:8][C:9]([CH3:14])([CH3:13])[O:10][C:11]2=[O:12])[CH2:21][CH2:20]1. The yield is 0.870.